Dataset: Catalyst prediction with 721,799 reactions and 888 catalyst types from USPTO. Task: Predict which catalyst facilitates the given reaction. (1) Reactant: [OH:1][C:2]1[CH:7]=[C:6]([OH:8])[CH:5]=[C:4]([OH:9])[C:3]=1[C:10](=[O:12])[CH3:11].[CH2:13]([NH2:17])[CH2:14][CH2:15][CH3:16]. Product: [OH2:1].[OH:1][C:2]1[CH:7]=[C:6]([OH:8])[CH:5]=[C:4]([OH:9])[C:3]=1[C:10](=[O:12])[CH3:11].[CH2:13]([NH2:17])[CH2:14][CH2:15][CH3:16]. The catalyst class is: 8. (2) Reactant: [CH:1]1([C@H:7]([NH:15][C:16]([C:18]2[CH:23]=[CH:22][C:21]([C:24]3[CH:29]=[CH:28][C:27]([O:30][CH3:31])=[CH:26][CH:25]=3)=[CH:20][C:19]=2[N+:32]([O-])=O)=[O:17])[C:8]([O:10][C:11]([CH3:14])([CH3:13])[CH3:12])=[O:9])[CH2:6][CH2:5][CH2:4][CH2:3][CH2:2]1. Product: [NH2:32][C:19]1[CH:20]=[C:21]([C:24]2[CH:29]=[CH:28][C:27]([O:30][CH3:31])=[CH:26][CH:25]=2)[CH:22]=[CH:23][C:18]=1[C:16]([NH:15][C@@H:7]([CH:1]1[CH2:6][CH2:5][CH2:4][CH2:3][CH2:2]1)[C:8]([O:10][C:11]([CH3:14])([CH3:13])[CH3:12])=[O:9])=[O:17]. The catalyst class is: 63. (3) Reactant: CS(C)=O.C(Cl)(=O)C(Cl)=O.[C:11]([O:15][C:16]([N:18]1[CH2:23][CH2:22][CH2:21][C@H:20]([OH:24])[C@@H:19]1[C:25]1[CH:30]=[CH:29][CH:28]=[CH:27][CH:26]=1)=[O:17])([CH3:14])([CH3:13])[CH3:12].C(N(CC)CC)C. The catalyst class is: 4. Product: [C:11]([O:15][C:16]([N:18]1[CH2:23][CH2:22][CH2:21][C:20](=[O:24])[C@@H:19]1[C:25]1[CH:30]=[CH:29][CH:28]=[CH:27][CH:26]=1)=[O:17])([CH3:14])([CH3:12])[CH3:13].